Dataset: Peptide-MHC class I binding affinity with 185,985 pairs from IEDB/IMGT. Task: Regression. Given a peptide amino acid sequence and an MHC pseudo amino acid sequence, predict their binding affinity value. This is MHC class I binding data. (1) The peptide sequence is SQLVSTAWA. The MHC is HLA-A02:19 with pseudo-sequence HLA-A02:19. The binding affinity (normalized) is 0.0847. (2) The peptide sequence is RARKRGITM. The MHC is HLA-B15:17 with pseudo-sequence HLA-B15:17. The binding affinity (normalized) is 0.949. (3) The peptide sequence is GMFRTVGQL. The MHC is HLA-A68:02 with pseudo-sequence HLA-A68:02. The binding affinity (normalized) is 0. (4) The peptide sequence is ICISLSNSF. The MHC is HLA-A29:02 with pseudo-sequence HLA-A29:02. The binding affinity (normalized) is 0.